The task is: Predict the reaction yield, written as a fraction of the theoretical maximum amount of product (1.0 means a 100% yield; for example, 0.34 means a 34% yield).. This data is from Reaction yield outcomes from USPTO patents with 853,638 reactions. (1) The reactants are [CH3:1][O-:2].[Na+].[CH2:4]([O:6][C:7](=[O:15])[C:8]1[CH:13]=[CH:12][CH:11]=[N:10][C:9]=1Cl)[CH3:5]. The catalyst is CO. The product is [CH2:4]([O:6][C:7](=[O:15])[C:8]1[CH:13]=[CH:12][CH:11]=[N:10][C:9]=1[O:2][CH3:1])[CH3:5]. The yield is 0.790. (2) The yield is 0.600. The reactants are [C:1]([O:5][C:6]([N:8]1[CH2:13][CH:12]=[C:11](B2OC(C)(C)C(C)(C)O2)[C:10]([CH3:24])([CH3:23])[CH2:9]1)=[O:7])([CH3:4])([CH3:3])[CH3:2].Br[C:26]1[CH:27]=[C:28]([N+:33]([O-:35])=[O:34])[C:29]([CH3:32])=[N:30][CH:31]=1.P([O-])([O-])([O-])=O.[K+].[K+].[K+].O. The product is [C:1]([O:5][C:6]([N:8]1[CH2:13][CH:12]=[C:11]([C:26]2[CH:31]=[N:30][C:29]([CH3:32])=[C:28]([N+:33]([O-:35])=[O:34])[CH:27]=2)[C:10]([CH3:23])([CH3:24])[CH2:9]1)=[O:7])([CH3:2])([CH3:3])[CH3:4]. The catalyst is O1CCOCC1.C1C=CC([P]([Pd]([P](C2C=CC=CC=2)(C2C=CC=CC=2)C2C=CC=CC=2)([P](C2C=CC=CC=2)(C2C=CC=CC=2)C2C=CC=CC=2)[P](C2C=CC=CC=2)(C2C=CC=CC=2)C2C=CC=CC=2)(C2C=CC=CC=2)C2C=CC=CC=2)=CC=1. (3) The reactants are I[C:2]1[CH:7]=[CH:6][C:5]([I:8])=[CH:4][C:3]=1[N+:9]([O-:11])=[O:10].C1([Mg]Br)C=CC=CC=1.[CH:20](=[O:24])[CH:21]([CH3:23])[CH3:22]. The catalyst is C1COCC1. The product is [I:8][C:5]1[CH:6]=[CH:7][C:2]([CH:20]([OH:24])[CH:21]([CH3:23])[CH3:22])=[C:3]([N+:9]([O-:11])=[O:10])[CH:4]=1. The yield is 0.800. (4) The reactants are [CH:1]([N:4]1[CH2:9][CH2:8][CH:7]([O:10][C:11]2[CH:19]=[CH:18][C:17]3[N:16]4[C@H:20]([CH3:25])[CH2:21][NH:22][C:23](=[O:24])[C:15]4=[CH:14][C:13]=3[CH:12]=2)[CH2:6][CH2:5]1)([CH3:3])[CH3:2].[H-].[Na+].Br[CH2:29][CH:30]1[CH2:32][CH2:31]1. No catalyst specified. The product is [CH:30]1([CH2:29][N:22]2[CH2:21][C@@H:20]([CH3:25])[N:16]3[C:17]4[CH:18]=[CH:19][C:11]([O:10][CH:7]5[CH2:8][CH2:9][N:4]([CH:1]([CH3:3])[CH3:2])[CH2:5][CH2:6]5)=[CH:12][C:13]=4[CH:14]=[C:15]3[C:23]2=[O:24])[CH2:32][CH2:31]1. The yield is 0.470.